This data is from Full USPTO retrosynthesis dataset with 1.9M reactions from patents (1976-2016). The task is: Predict the reactants needed to synthesize the given product. (1) Given the product [O:17]1[CH2:18][CH2:19][CH2:20][CH2:21][CH:16]1[O:15][CH:11]([CH3:10])[CH2:12][C:13]1[O:8][N:7]=[C:6]([C:4]([O:3][CH2:2][CH3:1])=[O:5])[CH:14]=1, predict the reactants needed to synthesize it. The reactants are: [CH3:1][CH2:2][O:3][C:4](/[C:6](/Cl)=[N:7]\[OH:8])=[O:5].[CH3:10][CH:11]([O:15][CH:16]1[CH2:21][CH2:20][CH2:19][CH2:18][O:17]1)[CH2:12][C:13]#[CH:14].C(N(CC)CC)C. (2) Given the product [N:1]1([CH2:5][CH2:6][O:7][C:8]2([C:21]3[CH:22]=[N:23][CH:24]=[CH:25][CH:26]=3)[CH2:13][CH2:12][N:11]([C:14](=[O:15])[CH2:54][O:53][CH2:52][C@@H:47]3[CH2:48][CH2:49][CH2:50][CH2:51][N:46]3[S:43]([C:39]3[C:40]([CH3:42])=[CH:41][C:36]([O:35][CH3:34])=[CH:37][C:38]=3[CH3:58])(=[O:45])=[O:44])[CH2:10][CH2:9]2)[CH2:2][CH2:3][CH2:4]1, predict the reactants needed to synthesize it. The reactants are: [N:1]1([CH2:5][CH2:6][O:7][C:8]2([C:21]3[CH:22]=[N:23][CH:24]=[CH:25][CH:26]=3)[CH2:13][CH2:12][N:11]([C:14](OC(C)(C)C)=[O:15])[CH2:10][CH2:9]2)[CH2:4][CH2:3][CH2:2]1.C(O)(C(F)(F)F)=O.[CH3:34][O:35][C:36]1[CH:41]=[C:40]([CH3:42])[C:39]([S:43]([N:46]2[CH2:51][CH2:50][CH2:49][CH2:48][C@H:47]2[CH2:52][O:53][CH2:54]C(O)=O)(=[O:45])=[O:44])=[C:38]([CH3:58])[CH:37]=1.CCN=C=NCCCN(C)C.Cl.C1C=CC2N(O)N=NC=2C=1.CCN(C(C)C)C(C)C.